From a dataset of Reaction yield outcomes from USPTO patents with 853,638 reactions. Predict the reaction yield, written as a fraction of the theoretical maximum amount of product (1.0 means a 100% yield; for example, 0.34 means a 34% yield). The reactants are C1([NH:7][C:8]([C:10]2[C:11](=[O:29])[N:12]([CH2:22][C:23]3[CH:28]=[CH:27][CH:26]=[CH:25][CH:24]=3)[C:13]3[C:18]([C:19]=2O)=[CH:17][C:16]([F:21])=[CH:15][CH:14]=3)=O)CCCCC1.P(Cl)(Cl)([Cl:32])=O. No catalyst specified. The product is [CH2:22]([N:12]1[C:13]2[C:18](=[CH:17][C:16]([F:21])=[CH:15][CH:14]=2)[C:19]([Cl:32])=[C:10]([C:8]#[N:7])[C:11]1=[O:29])[C:23]1[CH:28]=[CH:27][CH:26]=[CH:25][CH:24]=1. The yield is 0.470.